This data is from Catalyst prediction with 721,799 reactions and 888 catalyst types from USPTO. The task is: Predict which catalyst facilitates the given reaction. (1) Reactant: [NH2:1][C:2]1[N:7]2[N:8]=[C:9]([CH3:11])[CH:10]=[C:6]2[N:5]=[CH:4][C:3]=1[C:12](OC)=[O:13].CCOC(C)=O.O. Product: [NH2:1][C:2]1[N:7]2[N:8]=[C:9]([CH3:11])[CH:10]=[C:6]2[N:5]=[CH:4][C:3]=1[CH2:12][OH:13]. The catalyst class is: 1. (2) Reactant: Cl.[CH2:2]([C:6]1[O:7][C:8]2[CH:16]=[CH:15][CH:14]=[CH:13][C:9]=2[C:10]=1[CH2:11][NH2:12])[CH2:3][CH2:4][CH3:5].[CH2:17]([NH:29][C:30](=[O:39])[C:31]1[CH:36]=[CH:35][C:34]([CH:37]=O)=[CH:33][CH:32]=1)[CH2:18][CH2:19][CH2:20][CH2:21][CH2:22][CH2:23][CH2:24][CH2:25][CH2:26][CH2:27][CH3:28]. Product: [CH2:2]([C:6]1[O:7][C:8]2[CH:16]=[CH:15][CH:14]=[CH:13][C:9]=2[C:10]=1[CH2:11][NH:12][CH2:37][C:34]1[CH:35]=[CH:36][C:31]([C:30]([NH:29][CH2:17][CH2:18][CH2:19][CH2:20][CH2:21][CH2:22][CH2:23][CH2:24][CH2:25][CH2:26][CH2:27][CH3:28])=[O:39])=[CH:32][CH:33]=1)[CH2:3][CH2:4][CH3:5]. The catalyst class is: 66. (3) Reactant: [CH:1]1([CH2:4][C:5]([NH:7][C:8]2[CH:13]=[CH:12][CH:11]=[CH:10][C:9]=2[NH:14][C:15]2[CH:20]=[CH:19][C:18]([O:21][CH3:22])=[CH:17][CH:16]=2)=O)[CH2:3][CH2:2]1.Cl.O1CCOCC1.CO. Product: [CH:1]1([CH2:4][C:5]2[N:14]([C:15]3[CH:20]=[CH:19][C:18]([O:21][CH3:22])=[CH:17][CH:16]=3)[C:9]3[CH:10]=[CH:11][CH:12]=[CH:13][C:8]=3[N:7]=2)[CH2:3][CH2:2]1. The catalyst class is: 76. (4) Reactant: I.[Cl:2][C:3]1[C:4]2[C:5]3[C:6](=[C:20]([CH3:23])[O:21][N:22]=3)[C:7](=[O:19])[N:8]([CH:13]3[CH2:18][CH2:17][CH2:16][NH:15][CH2:14]3)[C:9]=2[CH:10]=[CH:11][CH:12]=1.[N:24]1[CH:29]=[CH:28][CH:27]=[CH:26][C:25]=1[CH2:30][CH2:31][C:32](O)=[O:33].Cl.CN(C)CCCN=C=NCC.ON1C2N=CC=CC=2N=N1.C(N(CC)CC)C. Product: [Cl:2][C:3]1[C:4]2[C:5]3[C:6](=[C:20]([CH3:23])[O:21][N:22]=3)[C:7](=[O:19])[N:8]([CH:13]3[CH2:18][CH2:17][CH2:16][N:15]([C:32](=[O:33])[CH2:31][CH2:30][C:25]4[CH:26]=[CH:27][CH:28]=[CH:29][N:24]=4)[CH2:14]3)[C:9]=2[CH:10]=[CH:11][CH:12]=1. The catalyst class is: 468. (5) Reactant: Cl[S:2]([C:5]1[CH:6]=[C:7]([CH:11]=[CH:12][CH:13]=1)[C:8](Cl)=[O:9])(=[O:4])=[O:3].[CH2:14]1[NH:19][CH2:18][CH2:17][N:16]2[CH2:20][CH2:21][CH2:22][C@@H:15]12.[F:23][C:24]1[CH:30]=[CH:29][CH:28]=[CH:27][C:25]=1[NH2:26]. Product: [F:23][C:24]1[CH:30]=[CH:29][CH:28]=[CH:27][C:25]=1[NH:26][S:2]([C:5]1[CH:13]=[CH:12][CH:11]=[C:7]([C:8]([N:19]2[CH2:18][CH2:17][N:16]3[CH2:20][CH2:21][CH2:22][C@H:15]3[CH2:14]2)=[O:9])[CH:6]=1)(=[O:4])=[O:3]. The catalyst class is: 4. (6) Reactant: [CH3:1][C:2]1[CH:7]=[C:6]([C:8]([F:11])([F:10])[F:9])[CH:5]=[CH:4][C:3]=1[CH2:12]O.N1C=CC=CC=1.O1CCCC1.S(Cl)([Cl:27])=O. Product: [Cl:27][CH2:12][C:3]1[CH:4]=[CH:5][C:6]([C:8]([F:11])([F:10])[F:9])=[CH:7][C:2]=1[CH3:1]. The catalyst class is: 27. (7) Reactant: [Cl:1][C:2]1[CH:7]=[CH:6][C:5]([C@H:8]([NH:11][C:12]2[CH:13]=[C:14]([CH:17]=[CH:18][CH:19]=2)[CH:15]=O)[CH2:9][CH3:10])=[CH:4][C:3]=1[CH3:20].Cl.[CH3:22][O:23][C:24]([C:26]1([CH3:30])[CH2:29][NH:28][CH2:27]1)=[O:25].CCN(C(C)C)C(C)C.CC(O)=O.[BH3-]C#N.[Na+]. Product: [CH3:22][O:23][C:24]([C:26]1([CH3:30])[CH2:29][N:28]([CH2:15][C:14]2[CH:17]=[CH:18][CH:19]=[C:12]([NH:11][C@@H:8]([C:5]3[CH:6]=[CH:7][C:2]([Cl:1])=[C:3]([CH3:20])[CH:4]=3)[CH2:9][CH3:10])[CH:13]=2)[CH2:27]1)=[O:25]. The catalyst class is: 5.